From a dataset of Catalyst prediction with 721,799 reactions and 888 catalyst types from USPTO. Predict which catalyst facilitates the given reaction. Reactant: [OH:1][C:2]1[CH:7]=[CH:6][C:5]([N:8]2[CH2:14][CH2:13][CH2:12][CH2:11][N:10]([C:15]3[CH:20]=[CH:19][C:18]([O:21][C:22]4[CH:27]=[CH:26][CH:25]=[CH:24][CH:23]=4)=[CH:17][CH:16]=3)[C:9]2=[O:28])=[CH:4][CH:3]=1.[H-].[Na+].[CH3:31][N:32]([CH3:36])[CH2:33][CH2:34]Cl. Product: [CH3:31][N:32]([CH3:36])[CH2:33][CH2:34][O:1][C:2]1[CH:7]=[CH:6][C:5]([N:8]2[CH2:14][CH2:13][CH2:12][CH2:11][N:10]([C:15]3[CH:20]=[CH:19][C:18]([O:21][C:22]4[CH:23]=[CH:24][CH:25]=[CH:26][CH:27]=4)=[CH:17][CH:16]=3)[C:9]2=[O:28])=[CH:4][CH:3]=1. The catalyst class is: 20.